This data is from NCI-60 drug combinations with 297,098 pairs across 59 cell lines. The task is: Regression. Given two drug SMILES strings and cell line genomic features, predict the synergy score measuring deviation from expected non-interaction effect. (1) Drug 1: CC1=C(C=C(C=C1)NC2=NC=CC(=N2)N(C)C3=CC4=NN(C(=C4C=C3)C)C)S(=O)(=O)N.Cl. Drug 2: CC1C(C(CC(O1)OC2CC(OC(C2O)C)OC3=CC4=CC5=C(C(=O)C(C(C5)C(C(=O)C(C(C)O)O)OC)OC6CC(C(C(O6)C)O)OC7CC(C(C(O7)C)O)OC8CC(C(C(O8)C)O)(C)O)C(=C4C(=C3C)O)O)O)O. Cell line: MOLT-4. Synergy scores: CSS=14.3, Synergy_ZIP=17.7, Synergy_Bliss=22.0, Synergy_Loewe=23.8, Synergy_HSA=22.1. (2) Drug 1: C1CCC(C1)C(CC#N)N2C=C(C=N2)C3=C4C=CNC4=NC=N3. Drug 2: CC1=C2C(C(=O)C3(C(CC4C(C3C(C(C2(C)C)(CC1OC(=O)C(C(C5=CC=CC=C5)NC(=O)OC(C)(C)C)O)O)OC(=O)C6=CC=CC=C6)(CO4)OC(=O)C)O)C)O. Cell line: LOX IMVI. Synergy scores: CSS=46.4, Synergy_ZIP=1.59, Synergy_Bliss=5.44, Synergy_Loewe=7.65, Synergy_HSA=8.06. (3) Drug 1: CS(=O)(=O)OCCCCOS(=O)(=O)C. Drug 2: C1C(C(OC1N2C=NC(=NC2=O)N)CO)O. Cell line: U251. Synergy scores: CSS=7.37, Synergy_ZIP=5.43, Synergy_Bliss=7.48, Synergy_Loewe=-98.0, Synergy_HSA=-12.7. (4) Drug 1: C1CCC(C(C1)N)N.C(=O)(C(=O)[O-])[O-].[Pt+4]. Drug 2: C(CN)CNCCSP(=O)(O)O. Cell line: HT29. Synergy scores: CSS=49.8, Synergy_ZIP=0.699, Synergy_Bliss=2.63, Synergy_Loewe=-49.5, Synergy_HSA=3.39. (5) Drug 2: B(C(CC(C)C)NC(=O)C(CC1=CC=CC=C1)NC(=O)C2=NC=CN=C2)(O)O. Cell line: SR. Synergy scores: CSS=41.1, Synergy_ZIP=2.04, Synergy_Bliss=6.31, Synergy_Loewe=1.97, Synergy_HSA=2.21. Drug 1: C(CC(=O)O)C(=O)CN.Cl. (6) Drug 1: COC1=C(C=C2C(=C1)N=CN=C2NC3=CC(=C(C=C3)F)Cl)OCCCN4CCOCC4. Drug 2: C1=CC(=CC=C1CC(C(=O)O)N)N(CCCl)CCCl.Cl. Cell line: UO-31. Synergy scores: CSS=35.2, Synergy_ZIP=1.70, Synergy_Bliss=4.12, Synergy_Loewe=0.530, Synergy_HSA=6.29. (7) Drug 1: C1=NC2=C(N=C(N=C2N1C3C(C(C(O3)CO)O)O)F)N. Drug 2: CC1=C(N=C(N=C1N)C(CC(=O)N)NCC(C(=O)N)N)C(=O)NC(C(C2=CN=CN2)OC3C(C(C(C(O3)CO)O)O)OC4C(C(C(C(O4)CO)O)OC(=O)N)O)C(=O)NC(C)C(C(C)C(=O)NC(C(C)O)C(=O)NCCC5=NC(=CS5)C6=NC(=CS6)C(=O)NCCC[S+](C)C)O. Cell line: OVCAR3. Synergy scores: CSS=15.1, Synergy_ZIP=-1.36, Synergy_Bliss=1.21, Synergy_Loewe=-4.73, Synergy_HSA=0.177. (8) Drug 1: CC1CCC2CC(C(=CC=CC=CC(CC(C(=O)C(C(C(=CC(C(=O)CC(OC(=O)C3CCCCN3C(=O)C(=O)C1(O2)O)C(C)CC4CCC(C(C4)OC)O)C)C)O)OC)C)C)C)OC. Drug 2: C1=CC=C(C(=C1)C(C2=CC=C(C=C2)Cl)C(Cl)Cl)Cl. Cell line: NCI-H226. Synergy scores: CSS=-2.21, Synergy_ZIP=-0.225, Synergy_Bliss=-1.80, Synergy_Loewe=-3.54, Synergy_HSA=-2.32. (9) Drug 1: C1CN1C2=NC(=NC(=N2)N3CC3)N4CC4. Drug 2: CN1C2=C(C=C(C=C2)N(CCCl)CCCl)N=C1CCCC(=O)O.Cl. Cell line: OVCAR-4. Synergy scores: CSS=3.79, Synergy_ZIP=-3.42, Synergy_Bliss=-0.921, Synergy_Loewe=-9.19, Synergy_HSA=-3.28. (10) Drug 1: CN(CC1=CN=C2C(=N1)C(=NC(=N2)N)N)C3=CC=C(C=C3)C(=O)NC(CCC(=O)O)C(=O)O. Drug 2: COCCOC1=C(C=C2C(=C1)C(=NC=N2)NC3=CC=CC(=C3)C#C)OCCOC.Cl. Cell line: TK-10. Synergy scores: CSS=40.5, Synergy_ZIP=-5.09, Synergy_Bliss=-7.46, Synergy_Loewe=-5.14, Synergy_HSA=-2.64.